This data is from Peptide-MHC class I binding affinity with 185,985 pairs from IEDB/IMGT. The task is: Regression. Given a peptide amino acid sequence and an MHC pseudo amino acid sequence, predict their binding affinity value. This is MHC class I binding data. (1) The peptide sequence is ELNKGWFGA. The MHC is HLA-A24:03 with pseudo-sequence HLA-A24:03. The binding affinity (normalized) is 0.0847. (2) The peptide sequence is AFHHMAREL. The MHC is HLA-B15:01 with pseudo-sequence HLA-B15:01. The binding affinity (normalized) is 0.235. (3) The peptide sequence is SISGVLWTV. The MHC is HLA-A02:06 with pseudo-sequence HLA-A02:06. The binding affinity (normalized) is 0.633. (4) The peptide sequence is SYRNFSFSL. The MHC is HLA-A26:02 with pseudo-sequence HLA-A26:02. The binding affinity (normalized) is 0.0847. (5) The binding affinity (normalized) is 0.0847. The MHC is HLA-B07:02 with pseudo-sequence HLA-B07:02. The peptide sequence is LLKWKKTDY. (6) The peptide sequence is IIFILLMLV. The MHC is HLA-A02:06 with pseudo-sequence HLA-A02:06. The binding affinity (normalized) is 0.347. (7) The peptide sequence is GQVQLKKPY. The MHC is HLA-A30:01 with pseudo-sequence HLA-A30:01. The binding affinity (normalized) is 0.0847. (8) The peptide sequence is SHAAIGAYL. The MHC is HLA-B40:01 with pseudo-sequence HLA-B40:01. The binding affinity (normalized) is 0.0847. (9) The peptide sequence is SGKKADELEK. The MHC is Mamu-B8301 with pseudo-sequence Mamu-B8301. The binding affinity (normalized) is 0.534. (10) The peptide sequence is RLLAPITAYA. The MHC is HLA-A02:02 with pseudo-sequence HLA-A02:02. The binding affinity (normalized) is 0.848.